From a dataset of Full USPTO retrosynthesis dataset with 1.9M reactions from patents (1976-2016). Predict the reactants needed to synthesize the given product. (1) The reactants are: Cl[C:2]1[C:3]2[CH:10]=[C:9]([C:11]3[CH:16]=[CH:15][C:14]([N:17]4[CH2:22][CH2:21][N:20]([CH:23]5[CH2:26][O:25][CH2:24]5)[CH2:19][CH2:18]4)=[C:13]([O:27][CH3:28])[CH:12]=3)[N:8]([CH2:29][O:30][CH2:31][CH2:32][Si:33]([CH3:36])([CH3:35])[CH3:34])[C:4]=2[N:5]=[CH:6][N:7]=1.[F:37][C:38]1[CH:45]=[CH:44][C:43](B2OC(C)(C)C(C)(C)O2)=[CH:42][C:39]=1[C:40]#[N:41].C([O-])([O-])=O.[Na+].[Na+]. Given the product [F:37][C:38]1[CH:45]=[CH:44][C:43]([C:2]2[C:3]3[CH:10]=[C:9]([C:11]4[CH:16]=[CH:15][C:14]([N:17]5[CH2:18][CH2:19][N:20]([CH:23]6[CH2:26][O:25][CH2:24]6)[CH2:21][CH2:22]5)=[C:13]([O:27][CH3:28])[CH:12]=4)[N:8]([CH2:29][O:30][CH2:31][CH2:32][Si:33]([CH3:34])([CH3:36])[CH3:35])[C:4]=3[N:5]=[CH:6][N:7]=2)=[CH:42][C:39]=1[C:40]#[N:41], predict the reactants needed to synthesize it. (2) Given the product [I:36][C:2]1[CH:6]=[C:5]([CH:7]2[CH2:12][CH2:11][N:10]([C:13]([O:15][C:16]([CH3:19])([CH3:18])[CH3:17])=[O:14])[CH2:9][CH2:8]2)[NH:4][N:3]=1, predict the reactants needed to synthesize it. The reactants are: N[C:2]1[CH:6]=[C:5]([CH:7]2[CH2:12][CH2:11][N:10]([C:13]([O:15][C:16]([CH3:19])([CH3:18])[CH3:17])=[O:14])[CH2:9][CH2:8]2)[NH:4][N:3]=1.O.C1(C)C=CC(S(O)(=O)=O)=CC=1.N([O-])=O.[Na+].[I-:36].[Na+]. (3) The reactants are: [C:1]([NH:9][C:10]1[C:19]2[C:14](=[CH:15][CH:16]=[CH:17][CH:18]=2)[C:13]([S:20](Cl)(=[O:22])=[O:21])=[CH:12][CH:11]=1)(=[O:8])[C:2]1[CH:7]=[CH:6][CH:5]=[CH:4][CH:3]=1.[NH2:24][CH:25]1[CH2:30][CH2:29][N:28](CC2C=CC=CC=2)[CH2:27][CH:26]1[CH3:38].[C:39](OC(N1CCC(N)CC1)=O)(C)(C)C.[CH2:53]([N:55]=[C:56]=[O:57])[CH3:54].N(C(C)C)=C=O. Given the product [CH2:53]([NH:55][C:56]([N:28]1[CH2:29][CH2:30][C@@H:25]([NH:24][S:20]([C:13]2[C:14]3[C:19](=[CH:18][CH:17]=[CH:16][CH:15]=3)[C:10]([NH:9][C:1](=[O:8])[C:2]3[CH:7]=[CH:6][CH:5]=[CH:4][C:3]=3[CH3:39])=[CH:11][CH:12]=2)(=[O:22])=[O:21])[C@H:26]([CH3:38])[CH2:27]1)=[O:57])[CH3:54], predict the reactants needed to synthesize it. (4) Given the product [F:1][C:2]([F:7])([F:6])[C:3]([OH:5])=[O:4].[CH2:8]([S:10]([N:13]1[CH2:14][CH2:15][CH:16]([C:19]2[C:27]3[C:22](=[C:23]([C:36]([NH2:38])=[O:37])[CH:24]=[C:25]([C:28]4[S:29][CH:30]=[C:31]([CH2:33][N:34]5[CH2:3][CH2:2][CH2:39][CH2:35]5)[CH:32]=4)[CH:26]=3)[NH:21][CH:20]=2)[CH2:17][CH2:18]1)(=[O:11])=[O:12])[CH3:9], predict the reactants needed to synthesize it. The reactants are: [F:1][C:2]([F:7])([F:6])[C:3]([OH:5])=[O:4].[CH2:8]([S:10]([N:13]1[CH2:18][CH2:17][CH:16]([C:19]2[C:27]3[C:22](=[C:23]([C:36]([NH2:38])=[O:37])[CH:24]=[C:25]([C:28]4[S:29][CH:30]=[C:31]([CH2:33][NH:34][CH3:35])[CH:32]=4)[CH:26]=3)[NH:21][CH:20]=2)[CH2:15][CH2:14]1)(=[O:12])=[O:11])[CH3:9].[CH3:39]N.